The task is: Predict the product of the given reaction.. This data is from Forward reaction prediction with 1.9M reactions from USPTO patents (1976-2016). (1) The product is: [C:1]([O:5][C:6](=[O:7])[NH:8][C:9]1[C:18]2[C:13](=[CH:14][CH:15]=[CH:16][CH:17]=2)[C:12]([O:19][CH2:27][C:28]#[N:29])=[CH:11][CH:10]=1)([CH3:4])([CH3:2])[CH3:3]. Given the reactants [C:1]([O:5][C:6]([NH:8][C:9]1[C:18]2[C:13](=[CH:14][CH:15]=[CH:16][CH:17]=2)[C:12]([OH:19])=[CH:11][CH:10]=1)=[O:7])([CH3:4])([CH3:3])[CH3:2].C(=O)([O-])[O-].[K+].[K+].Br[CH2:27][C:28]#[N:29].C(OCC)(=O)C, predict the reaction product. (2) Given the reactants [N:1]1([CH2:7][CH2:8][O:9][C:10]2[CH:33]=[CH:32][C:13]([O:14][CH2:15][CH2:16][CH2:17][CH2:18][CH2:19][CH2:20]C34C=CC=CC3C(NC4=O)=O)=[CH:12][CH:11]=2)[CH2:6][CH2:5][O:4][CH2:3][CH2:2]1.O.[NH2:35]N, predict the reaction product. The product is: [N:1]1([CH2:7][CH2:8][O:9][C:10]2[CH:33]=[CH:32][C:13]([O:14][CH2:15][CH2:16][CH2:17][CH2:18][CH2:19][CH2:20][NH2:35])=[CH:12][CH:11]=2)[CH2:6][CH2:5][O:4][CH2:3][CH2:2]1.[N:1]1([CH2:7][CH2:8][O:9][C:10]2[CH:33]=[CH:32][C:13]([OH:14])=[CH:12][CH:11]=2)[CH2:6][CH2:5][O:4][CH2:3][CH2:2]1. (3) Given the reactants [CH:1]1([OH:7])[CH2:6][CH2:5][CH2:4][CH2:3][CH2:2]1.[H-].[Na+].Cl[C:11]1[CH:16]=[C:15](C#N)[CH:14]=[CH:13][N:12]=1.[CH3:19][N:20]1CCCC1=O, predict the reaction product. The product is: [CH:1]1([O:7][C:15]2[CH:14]=[CH:13][N:12]=[C:11]([C:19]#[N:20])[CH:16]=2)[CH2:6][CH2:5][CH2:4][CH2:3][CH2:2]1. (4) Given the reactants [CH3:1][O:2][C@H:3]1[CH2:20][CH2:19][C@@:18]2([CH3:21])[C:5](=[CH:6][C:7](=[O:23])[C@@H:8]3[C@@H:17]2[CH2:16][CH2:15][C@@:13]2([CH3:14])[C@H:9]3[CH2:10][CH2:11][C@@H:12]2[OH:22])[CH2:4]1.N1C=CC=CC=1[CH2:30][C:31](OC(=O)CC1C=CC=CN=1)=[O:32], predict the reaction product. The product is: [CH3:1][O:2][C@H:3]1[CH2:20][CH2:19][C@@:18]2([CH3:21])[C:5](=[CH:6][C:7](=[O:23])[C@@H:8]3[C@@H:17]2[CH2:16][CH2:15][C@@:13]2([CH3:14])[C@H:9]3[CH2:10][CH2:11][C@@H:12]2[O:22][C:31](=[O:32])[CH3:30])[CH2:4]1. (5) Given the reactants [C:1]([O:5][C:6](=[O:19])[NH:7][CH:8]([CH:16]1[CH2:18][O:17]1)[CH2:9][C:10]1[CH:15]=[CH:14][CH:13]=[CH:12][CH:11]=1)([CH3:4])([CH3:3])[CH3:2].[CH3:20][O:21][C:22]1[CH:23]=[C:24]([CH:27]=[CH:28][CH:29]=1)[CH2:25][NH2:26], predict the reaction product. The product is: [CH3:20][O:21][C:22]1[CH:23]=[C:24]([CH:27]=[CH:28][CH:29]=1)[CH2:25][NH:26][CH2:18][CH:16]([OH:17])[CH:8]([NH:7][C:6](=[O:19])[O:5][C:1]([CH3:4])([CH3:3])[CH3:2])[CH2:9][C:10]1[CH:15]=[CH:14][CH:13]=[CH:12][CH:11]=1.